This data is from Full USPTO retrosynthesis dataset with 1.9M reactions from patents (1976-2016). The task is: Predict the reactants needed to synthesize the given product. (1) Given the product [N:1]1([CH2:10][C@H:11]([CH3:12])[OH:13])[C:9]2[C:4](=[CH:5][CH:6]=[CH:7][CH:8]=2)[CH:3]=[N:2]1, predict the reactants needed to synthesize it. The reactants are: [NH:1]1[C:9]2[C:4](=[CH:5][CH:6]=[CH:7][CH:8]=2)[CH:3]=[N:2]1.[CH2:10]1[O:13][C@H:11]1[CH3:12].CC(C)([O-])C.[K+].CC(O)(C)C. (2) Given the product [NH2:1][C:2]1[C:7]2[CH:8]=[C:9]([C:18]3[S:19][CH:20]=[C:16]([CH3:15])[CH:17]=3)[S:10][C:6]=2[C:5]([C:12]([NH2:14])=[O:13])=[CH:4][N:3]=1, predict the reactants needed to synthesize it. The reactants are: [NH2:1][C:2]1[C:7]2[CH:8]=[C:9](Br)[S:10][C:6]=2[C:5]([C:12]([NH2:14])=[O:13])=[CH:4][N:3]=1.[CH3:15][C:16]1[CH:17]=[C:18](B(O)O)[S:19][CH:20]=1. (3) Given the product [NH2:39][C@@H:7]([CH2:8][CH2:9][C:10](=[O:38])[NH:11][C:12]1[C:17]([C:18]2[O:22][N:21]=[C:20]([CH2:23][C:24]3[CH:29]=[CH:28][C:27]([CH2:30][O:31][C:32]4[CH:37]=[CH:36][CH:35]=[CH:34][N:33]=4)=[CH:26][CH:25]=3)[CH:19]=2)=[CH:16][CH:15]=[CH:14][N:13]=1)[C:6]([OH:47])=[O:5], predict the reactants needed to synthesize it. The reactants are: C([O:5][C:6](=[O:47])[C@@H:7]([NH:39]C(OC(C)(C)C)=O)[CH2:8][CH2:9][C:10](=[O:38])[NH:11][C:12]1[C:17]([C:18]2[O:22][N:21]=[C:20]([CH2:23][C:24]3[CH:29]=[CH:28][C:27]([CH2:30][O:31][C:32]4[CH:37]=[CH:36][CH:35]=[CH:34][N:33]=4)=[CH:26][CH:25]=3)[CH:19]=2)=[CH:16][CH:15]=[CH:14][N:13]=1)(C)(C)C.FC(F)(F)C(O)=O. (4) Given the product [CH3:1][O:2][C:3]1[CH:4]=[CH:5][C:6]([C:9]2[C:13]([C:14]([N:49]3[CH2:54][CH2:53][CH2:52][C@@H:51]([C:55]([OH:58])([CH3:57])[CH3:56])[CH2:50]3)=[O:16])=[CH:12][O:11][N:10]=2)=[CH:7][CH:8]=1, predict the reactants needed to synthesize it. The reactants are: [CH3:1][O:2][C:3]1[CH:8]=[CH:7][C:6]([C:9]2[C:13]([C:14]([OH:16])=O)=[CH:12][O:11][N:10]=2)=[CH:5][CH:4]=1.C(N(C(C)C)C(C)C)C.CN(C(ON1N=NC2C=CC=CC1=2)=[N+](C)C)C.[B-](F)(F)(F)F.Cl.[NH:49]1[CH2:54][CH2:53][CH2:52][C@@H:51]([C:55]([OH:58])([CH3:57])[CH3:56])[CH2:50]1. (5) Given the product [O:1]1[C:5]([C:6]2[S:8][CH:10]=[C:11]([C:12]([O:14][CH2:15][CH3:16])=[O:13])[N:7]=2)=[CH:4][CH:3]=[N:2]1, predict the reactants needed to synthesize it. The reactants are: [O:1]1[C:5]([C:6](=[S:8])[NH2:7])=[CH:4][CH:3]=[N:2]1.Br[CH2:10][C:11](=O)[C:12]([O:14][CH2:15][CH3:16])=[O:13].